Dataset: Full USPTO retrosynthesis dataset with 1.9M reactions from patents (1976-2016). Task: Predict the reactants needed to synthesize the given product. Given the product [CH:12]1([C:2]2[CH:11]=[CH:10][C:9]3[C:4](=[CH:5][CH:6]=[CH:7][CH:8]=3)[N:3]=2)[CH2:16][CH2:15][CH2:14][CH2:13]1, predict the reactants needed to synthesize it. The reactants are: Cl[C:2]1[CH:11]=[CH:10][C:9]2[C:4](=[CH:5][CH:6]=[CH:7][CH:8]=2)[N:3]=1.[CH:12]1([Mg]Br)[CH2:16][CH2:15][CH2:14][CH2:13]1.